This data is from Forward reaction prediction with 1.9M reactions from USPTO patents (1976-2016). The task is: Predict the product of the given reaction. (1) Given the reactants [F:1][C:2]1[CH:7]=[C:6]([C:8]2[CH:13]=[C:12]([F:14])[CH:11]=[CH:10][C:9]=2[N+:15]([O-])=[O:16])[C:5]([C:18]([O:20]C)=O)=[CH:4][CH:3]=1.[H][H], predict the reaction product. The product is: [F:14][C:12]1[CH:11]=[CH:10][C:9]2[N:15]([OH:16])[C:18](=[O:20])[C:5]3[C:6](=[CH:7][C:2]([F:1])=[CH:3][CH:4]=3)[C:8]=2[CH:13]=1. (2) Given the reactants Cl.[Br:2][C:3]1[CH:9]=[CH:8][CH:7]=[CH:6][C:4]=1[NH2:5].[N:10]([O-])=O.[Na+].[O:14]=[C:15]1[O:21][C@H]([C@H](CO)O)C(O)=[C:16]1[OH:17], predict the reaction product. The product is: [Br:2][C:3]1[CH:9]=[CH:8][CH:7]=[CH:6][C:4]=1[N:5]([C:16](=[O:17])[C:15]([OH:21])=[O:14])[NH2:10]. (3) Given the reactants [C:1]([C:5]1[CH:6]=[C:7]([P:17]([C:25]2[CH:30]=[C:29]([C:31]([CH3:34])([CH3:33])[CH3:32])[C:28]([O:35][CH3:36])=[C:27]([C:37]([CH3:40])([CH3:39])[CH3:38])[CH:26]=2)[C:18]2[CH:23]=[CH:22][CH:21]=[CH:20][C:19]=2Br)[CH:8]=[C:9]([C:13]([CH3:16])([CH3:15])[CH3:14])[C:10]=1[O:11][CH3:12])([CH3:4])([CH3:3])[CH3:2].Cl[P:42]([O:46][CH2:47][CH3:48])[O:43][CH2:44][CH3:45], predict the reaction product. The product is: [C:1]([C:5]1[CH:6]=[C:7]([P:17]([C:25]2[CH:30]=[C:29]([C:31]([CH3:34])([CH3:33])[CH3:32])[C:28]([O:35][CH3:36])=[C:27]([C:37]([CH3:40])([CH3:39])[CH3:38])[CH:26]=2)[C:18]2[CH:23]=[CH:22][CH:21]=[CH:20][C:19]=2[P:42]([O:46][CH2:47][CH3:48])[O:43][CH2:44][CH3:45])[CH:8]=[C:9]([C:13]([CH3:16])([CH3:15])[CH3:14])[C:10]=1[O:11][CH3:12])([CH3:4])([CH3:3])[CH3:2].